This data is from Forward reaction prediction with 1.9M reactions from USPTO patents (1976-2016). The task is: Predict the product of the given reaction. (1) Given the reactants [C:1]([O:4][C@H:5]1[C@H:10]([O:11]C(=O)C)[C@@H:9]([CH2:15][O:16][C:17](=[O:19])[CH3:18])[O:8][CH2:7][C:6]1=[O:20])(=[O:3])[CH3:2].CC([O-])=O.[Na+], predict the reaction product. The product is: [C:1]([O:4][C:5]1[C:6](=[O:20])[CH2:7][O:8][C@H:9]([CH2:15][O:16][C:17](=[O:19])[CH3:18])[C:10]=1[OH:11])(=[O:3])[CH3:2]. (2) Given the reactants Cl[C:2]1[N:7]=[C:6]([C:8]([F:11])([F:10])[F:9])[CH:5]=[C:4]([C:12]2[CH:13]=[N:14][C:15]([C:18]([F:21])([F:20])[F:19])=[CH:16][CH:17]=2)[N:3]=1.[Cl:22][C:23]1[CH:28]=[C:27](B(O)O)[CH:26]=[CH:25][N:24]=1, predict the reaction product. The product is: [Cl:22][C:23]1[CH:28]=[C:27]([C:2]2[N:7]=[C:6]([C:8]([F:11])([F:10])[F:9])[CH:5]=[C:4]([C:12]3[CH:13]=[N:14][C:15]([C:18]([F:21])([F:20])[F:19])=[CH:16][CH:17]=3)[N:3]=2)[CH:26]=[CH:25][N:24]=1. (3) Given the reactants C([O:5][C:6]([C:8]1([O:11][C:12]2[CH:17]=[CH:16][C:15]([NH:18][C:19](=[O:43])[CH:20]([C:27]3[N:28]([C:36]4[CH:41]=[CH:40][C:39]([Cl:42])=[CH:38][CH:37]=4)[N:29]=[C:30]4[C:35]=3[CH2:34][CH2:33][CH2:32][CH2:31]4)[CH:21]3[CH2:26][CH2:25][CH2:24][CH2:23][CH2:22]3)=[C:14]([F:44])[CH:13]=2)[CH2:10][CH2:9]1)=[O:7])(C)(C)C, predict the reaction product. The product is: [Cl:42][C:39]1[CH:38]=[CH:37][C:36]([N:28]2[C:27]([CH:20]([CH:21]3[CH2:26][CH2:25][CH2:24][CH2:23][CH2:22]3)[C:19]([NH:18][C:15]3[CH:16]=[CH:17][C:12]([O:11][C:8]4([C:6]([OH:7])=[O:5])[CH2:10][CH2:9]4)=[CH:13][C:14]=3[F:44])=[O:43])=[C:35]3[C:30]([CH2:31][CH2:32][CH2:33][CH2:34]3)=[N:29]2)=[CH:41][CH:40]=1. (4) Given the reactants [F:1][CH:2]([F:25])[C:3]1[CH:24]=[CH:23][C:6]([O:7][C:8]2[C:13]3[CH:14]=[C:15]([CH3:17])[O:16][C:12]=3[CH:11]=[C:10]([C:18]([O:20][CH2:21][CH3:22])=[O:19])[CH:9]=2)=[CH:5][CH:4]=1.C1C(=O)N([Br:33])C(=O)C1.C(OOC(=O)C1C=CC=CC=1)(=O)C1C=CC=CC=1, predict the reaction product. The product is: [Br:33][CH2:17][C:15]1[O:16][C:12]2[CH:11]=[C:10]([C:18]([O:20][CH2:21][CH3:22])=[O:19])[CH:9]=[C:8]([O:7][C:6]3[CH:5]=[CH:4][C:3]([CH:2]([F:1])[F:25])=[CH:24][CH:23]=3)[C:13]=2[CH:14]=1. (5) Given the reactants [Cl:1][C:2]1[NH:10][C:9]2[C:8](=[O:11])[N:7]([CH2:12][CH2:13][CH2:14][CH2:15][CH2:16]N3N=NC(CC4C=CC(Cl)=C(Cl)C=4)=N3)[C:6](=[O:31])[N:5]([CH2:32][CH2:33][CH2:34][CH2:35][CH3:36])[C:4]=2[N:3]=1.[Cl:37][C:38]1[CH:43]=[CH:42][C:41]([C:44]2[NH:48][N:47]=C(CCCO)C=2)=[CH:40][CH:39]=1, predict the reaction product. The product is: [Cl:1][C:2]1[NH:10][C:9]2[C:8](=[O:11])[N:7]([CH2:12][CH2:13][CH2:14][C:15]3[CH:16]=[C:44]([C:41]4[CH:42]=[CH:43][C:38]([Cl:37])=[CH:39][CH:40]=4)[NH:48][N:47]=3)[C:6](=[O:31])[N:5]([CH2:32][CH2:33][CH2:34][CH2:35][CH3:36])[C:4]=2[N:3]=1. (6) Given the reactants [CH3:1][S:2][C:3]1[N:4]=[CH:5][C:6]2[C:15](=[O:16])[N:14]([C:17]3[CH:18]=[C:19]([C:23]4[O:24][CH:25]=[C:26]([C:28]([OH:30])=O)[N:27]=4)[CH:20]=[CH:21][CH:22]=3)[CH2:13][C@H:12]3[N:8]([CH2:9][CH2:10][CH2:11]3)[C:7]=2[N:31]=1.O.N.Cl.C([N:37]=C=NCCCN(C)C)C.ON1C2C=CC=CC=2N=N1, predict the reaction product. The product is: [CH3:1][S:2][C:3]1[N:4]=[CH:5][C:6]2[C:15](=[O:16])[N:14]([C:17]3[CH:18]=[C:19]([C:23]4[O:24][CH:25]=[C:26]([C:28]([NH2:37])=[O:30])[N:27]=4)[CH:20]=[CH:21][CH:22]=3)[CH2:13][C@H:12]3[N:8]([CH2:9][CH2:10][CH2:11]3)[C:7]=2[N:31]=1.